From a dataset of Reaction yield outcomes from USPTO patents with 853,638 reactions. Predict the reaction yield, written as a fraction of the theoretical maximum amount of product (1.0 means a 100% yield; for example, 0.34 means a 34% yield). (1) The reactants are [N+:1]([C:4]1[CH:5]=[C:6]([C:10]2[C:14]3[N:15]=[C:16]([NH:20][C:21]4[CH:26]=[C:25]([O:27][CH3:28])[C:24]([O:29][CH3:30])=[C:23]([O:31][CH3:32])[CH:22]=4)[N:17]=[C:18]([NH2:19])[C:13]=3[S:12][CH:11]=2)[CH:7]=[CH:8][CH:9]=1)([O-])=O.O.O.[Sn](Cl)Cl. The catalyst is C(O)C. The product is [NH2:1][C:4]1[CH:5]=[C:6]([C:10]2[C:14]3[N:15]=[C:16]([NH:20][C:21]4[CH:26]=[C:25]([O:27][CH3:28])[C:24]([O:29][CH3:30])=[C:23]([O:31][CH3:32])[CH:22]=4)[N:17]=[C:18]([NH2:19])[C:13]=3[S:12][CH:11]=2)[CH:7]=[CH:8][CH:9]=1. The yield is 0.850. (2) The reactants are [Cl:1][C:2]1[C:7]([F:8])=[CH:6][N:5]=[CH:4][C:3]=1[CH:9]=[N:10]O.C(C1NC=CN=1)(C1NC=CN=1)=O. The catalyst is ClCCl. The product is [Cl:1][C:2]1[C:3]([C:9]#[N:10])=[CH:4][N:5]=[CH:6][C:7]=1[F:8]. The yield is 0.790. (3) The reactants are [CH3:1][O:2][C:3]1[C:14]([N+:15]([O-:17])=[O:16])=[CH:13][C:6]2[NH:7][C:8](=[O:12])[CH2:9][NH:10][CH2:11][C:5]=2[CH:4]=1.C(N(CC)C(C)C)(C)C.[C:27](Cl)(=[O:29])[CH3:28].C(O)(=O)CC(CC(O)=O)(C(O)=O)O. The catalyst is ClCCl. The product is [C:27]([N:10]1[CH2:11][C:5]2[CH:4]=[C:3]([O:2][CH3:1])[C:14]([N+:15]([O-:17])=[O:16])=[CH:13][C:6]=2[NH:7][C:8](=[O:12])[CH2:9]1)(=[O:29])[CH3:28]. The yield is 0.600. (4) The reactants are [NH2:1][CH:2]([CH:4]1[CH2:9][CH2:8][N:7]([C:10]([O:12][C:13]([CH3:16])([CH3:15])[CH3:14])=[O:11])[CH2:6][CH2:5]1)[CH3:3].C(O)(=O)[C@@H](C1C=CC=CC=1)O. The catalyst is CC(C)=O. The product is [NH2:1][C@@H:2]([CH:4]1[CH2:5][CH2:6][N:7]([C:10]([O:12][C:13]([CH3:14])([CH3:16])[CH3:15])=[O:11])[CH2:8][CH2:9]1)[CH3:3]. The yield is 0.190. (5) The product is [Cl:1][C:2]1[CH:32]=[CH:31][C:5]([CH2:6][NH:7][C:8](=[O:30])[CH2:9][C@H:10]2[C:21](=[O:22])[O:20][CH2:19][C@@H:18]([C:23]3[CH:28]=[CH:27][CH:26]=[CH:25][CH:24]=3)[NH:17][C:16](=[O:29])[CH2:15][CH2:14][C@H:42]([OH:38])[C@@H:43]([OH:46])[CH2:45]2)=[CH:4][CH:3]=1. The yield is 0.890. The reactants are [Cl:1][C:2]1[CH:32]=[CH:31][C:5]([CH2:6][NH:7][C:8](=[O:30])[CH2:9][C@H:10]2[C:21](=[O:22])[O:20][CH2:19][C@@H:18]([C:23]3[CH:28]=[CH:27][CH:26]=[CH:25][CH:24]=3)[NH:17][C:16](=[O:29])[CH2:15][CH2:14]C=CC2)=[CH:4][CH:3]=1.O.C[N+]1([O-])CC[O:38]CC1.[CH3:42][C:43]([OH:46])([CH3:45])C. The catalyst is C1COCC1.O=[Os](=O)(=O)=O.